Dataset: Full USPTO retrosynthesis dataset with 1.9M reactions from patents (1976-2016). Task: Predict the reactants needed to synthesize the given product. (1) The reactants are: [CH2:1]([N:3]1[CH2:8][C:7]([CH3:10])([CH3:9])[O:6][C:5](=[O:11])[CH:4]1[CH2:12][C:13]([OH:15])=O)[CH3:2].C(N(C(C)C)CC)(C)C.CN(C(ON1N=NC2C=CC=NC1=2)=[N+](C)C)C.F[P-](F)(F)(F)(F)F.[O:49]([C:56]1[CH:62]=[CH:61][C:59]([NH2:60])=[CH:58][CH:57]=1)[C:50]1[CH:55]=[CH:54][CH:53]=[CH:52][CH:51]=1. Given the product [CH2:1]([N:3]1[CH2:8][C:7]([CH3:9])([CH3:10])[O:6][C:5](=[O:11])[CH:4]1[CH2:12][C:13]([NH:60][C:59]1[CH:58]=[CH:57][C:56]([O:49][C:50]2[CH:55]=[CH:54][CH:53]=[CH:52][CH:51]=2)=[CH:62][CH:61]=1)=[O:15])[CH3:2], predict the reactants needed to synthesize it. (2) Given the product [Br:1][C:2]1[CH:7]=[CH:6][C:5]([CH2:8][C:9]([NH:24][C:21]2[CH:22]=[N:23][C:18]([O:17][CH2:16][CH2:15][N:14]([CH3:29])[CH3:13])=[C:19]([C:25]([F:26])([F:27])[F:28])[CH:20]=2)=[O:11])=[C:4]([F:12])[CH:3]=1, predict the reactants needed to synthesize it. The reactants are: [Br:1][C:2]1[CH:7]=[CH:6][C:5]([CH2:8][C:9]([OH:11])=O)=[C:4]([F:12])[CH:3]=1.[CH3:13][N:14]([CH3:29])[CH2:15][CH2:16][O:17][C:18]1[N:23]=[CH:22][C:21]([NH2:24])=[CH:20][C:19]=1[C:25]([F:28])([F:27])[F:26].CN(C(ON1N=NC2C=CC=NC1=2)=[N+](C)C)C.F[P-](F)(F)(F)(F)F.CCN(C(C)C)C(C)C. (3) Given the product [Br:1][CH2:2][C:3]1[CH:8]=[CH:7][C:6]([S:9]([NH:13][CH2:14][C:15]([OH:17])([CH3:18])[CH3:16])(=[O:11])=[O:10])=[CH:5][CH:4]=1, predict the reactants needed to synthesize it. The reactants are: [Br:1][CH2:2][C:3]1[CH:8]=[CH:7][C:6]([S:9](Cl)(=[O:11])=[O:10])=[CH:5][CH:4]=1.[NH2:13][CH2:14][C:15]([CH3:18])([OH:17])[CH3:16].C(N(CC)C(C)C)(C)C. (4) Given the product [CH:24]1([NH:28][CH2:21][C@@H:19]([OH:20])[CH2:18][CH2:17][N:10]2[C:11]3[CH:16]=[CH:15][CH:14]=[CH:13][C:12]=3[N:8]([C:3]3[CH:4]=[CH:5][CH:6]=[CH:7][C:2]=3[F:1])[S:9]2(=[O:23])=[O:22])[CH2:27][CH2:26][CH2:25]1, predict the reactants needed to synthesize it. The reactants are: [F:1][C:2]1[CH:7]=[CH:6][CH:5]=[CH:4][C:3]=1[N:8]1[C:12]2[CH:13]=[CH:14][CH:15]=[CH:16][C:11]=2[N:10]([CH2:17][CH2:18][C@H:19]2[CH2:21][O:20]2)[S:9]1(=[O:23])=[O:22].[CH:24]1([NH2:28])[CH2:27][CH2:26][CH2:25]1. (5) Given the product [Cl:12][C:4]1[N:3]=[CH:2][C:11]2[C:6]([CH:5]=1)=[CH:7][CH:8]=[CH:9][CH:10]=2, predict the reactants needed to synthesize it. The reactants are: Cl[C:2]1[C:11]2[C:6](=[CH:7][CH:8]=[CH:9][CH:10]=2)[CH:5]=[C:4]([Cl:12])[N:3]=1.I.[OH-].[Na+].